Predict the reaction yield, written as a fraction of the theoretical maximum amount of product (1.0 means a 100% yield; for example, 0.34 means a 34% yield). From a dataset of Reaction yield outcomes from USPTO patents with 853,638 reactions. (1) The reactants are [CH2:1]([OH:19])[CH2:2][CH2:3][CH2:4][CH2:5][CH2:6][CH2:7][CH2:8][CH2:9][CH2:10][CH2:11][CH2:12][CH2:13][CH2:14][CH2:15][CH2:16]CC.[C:20](OCC)(=[O:24])[CH:21]([CH3:23])[OH:22]. No catalyst specified. The product is [C:20]([O:19][CH2:1][CH2:2][CH2:3][CH2:4][CH2:5][CH2:6][CH2:7][CH2:8][CH2:9][CH2:10][CH2:11][CH2:12][CH2:13][CH2:14][CH2:15][CH3:16])(=[O:24])[CH:21]([CH3:23])[OH:22]. The yield is 0.400. (2) The reactants are C[SiH](C)C1C=CC=CC=1.[CH3:10][N:11]([CH3:22])[C:12](=O)[CH2:13][CH2:14][C:15]1[CH:20]=[CH:19][CH:18]=[CH:17][CH:16]=1. No catalyst specified. The product is [CH3:10][N:11]([CH2:12][CH2:13][CH2:14][C:15]1[CH:20]=[CH:19][CH:18]=[CH:17][CH:16]=1)[CH3:22]. The yield is 0.790. (3) The reactants are [Cl:1][C:2]1[CH:10]=[CH:9][C:8]([N:11]2[CH:15]=[CH:14]C=[N:12]2)=[CH:7][C:3]=1[C:4]([NH2:6])=[O:5].[NH:16]1C=CN=N1.ClC1C=CC(F)=CC=1C(N)=O. No catalyst specified. The product is [Cl:1][C:2]1[CH:10]=[CH:9][C:8]([N:11]2[CH:15]=[CH:14][N:16]=[N:12]2)=[CH:7][C:3]=1[C:4]([NH2:6])=[O:5]. The yield is 0.0300.